From a dataset of Forward reaction prediction with 1.9M reactions from USPTO patents (1976-2016). Predict the product of the given reaction. Given the reactants [F:1][C:2]1[N:7]=[C:6]2[O:8][C:9]([C:11]3[CH:12]=[C:13]4[CH:19]=[CH:18][N:17](CC5C=CC(OC)=CC=5)[C:14]4=[N:15][CH:16]=3)=[N:10][C:5]2=[CH:4][CH:3]=1, predict the reaction product. The product is: [F:1][C:2]1[N:7]=[C:6]2[O:8][C:9]([C:11]3[CH:12]=[C:13]4[CH:19]=[CH:18][NH:17][C:14]4=[N:15][CH:16]=3)=[N:10][C:5]2=[CH:4][CH:3]=1.